Predict the product of the given reaction. From a dataset of Forward reaction prediction with 1.9M reactions from USPTO patents (1976-2016). (1) Given the reactants [CH:1]1([NH:4][C:5](=[O:47])[NH:6][C:7]2[CH:45]=[CH:44][C:10]([O:11][C:12]3[CH:17]=[CH:16][N:15]=[C:14]4[CH:18]=[C:19]([C:21]5[N:26]=[CH:25][C:24]([CH2:27][N:28]6[CH2:33][CH2:32][CH:31]([NH:34][C:35](=[O:43])[NH:36][CH2:37][C:38]([O:40]CC)=[O:39])[CH2:30][CH2:29]6)=[CH:23][CH:22]=5)[S:20][C:13]=34)=[C:9]([F:46])[CH:8]=2)[CH2:3][CH2:2]1.[OH-].[Na+], predict the reaction product. The product is: [CH:1]1([NH:4][C:5](=[O:47])[NH:6][C:7]2[CH:45]=[CH:44][C:10]([O:11][C:12]3[CH:17]=[CH:16][N:15]=[C:14]4[CH:18]=[C:19]([C:21]5[N:26]=[CH:25][C:24]([CH2:27][N:28]6[CH2:29][CH2:30][CH:31]([NH:34][C:35](=[O:43])[NH:36][CH2:37][C:38]([OH:40])=[O:39])[CH2:32][CH2:33]6)=[CH:23][CH:22]=5)[S:20][C:13]=34)=[C:9]([F:46])[CH:8]=2)[CH2:3][CH2:2]1. (2) Given the reactants [OH:1][C:2]1[CH:9]=[CH:8][C:5]([C:6]#[N:7])=[CH:4][C:3]=1[O:10][CH3:11].C1(P(C2C=CC=CC=2)C2C=CC=CC=2)C=CC=CC=1.O[C@H:32]1[CH2:36][CH2:35][N:34](C(OC(C)(C)C)=O)[CH2:33]1.N(C(OC(C)C)=O)=NC(OC(C)C)=O, predict the reaction product. The product is: [CH3:11][O:10][C:3]1[CH:4]=[C:5]([CH:8]=[CH:9][C:2]=1[O:1][C@@H:32]1[CH2:36][CH2:35][NH:34][CH2:33]1)[C:6]#[N:7].